From a dataset of Catalyst prediction with 721,799 reactions and 888 catalyst types from USPTO. Predict which catalyst facilitates the given reaction. (1) Reactant: [F:1][C:2]([F:11])([F:10])[C:3]1[CH:9]=[CH:8][C:6]([NH2:7])=[CH:5][CH:4]=1.C(N(CC)CC)C.[Cl-].ClC1N(C)CC[NH+]1C.[CH3:28][O:29][C:30]1[C:31](=[O:58])[C:32]([CH3:57])=[C:33]([CH2:39][C:40]2[CH:41]=[CH:42][C:43]([O:49][CH2:50][C:51]3[CH:52]=[N:53][CH:54]=[CH:55][CH:56]=3)=[C:44]([CH:48]=2)[C:45](O)=[O:46])[C:34](=[O:38])[C:35]=1[O:36][CH3:37]. Product: [CH3:28][O:29][C:30]1[C:31](=[O:58])[C:32]([CH3:57])=[C:33]([CH2:39][C:40]2[CH:41]=[CH:42][C:43]([O:49][CH2:50][C:51]3[CH:52]=[N:53][CH:54]=[CH:55][CH:56]=3)=[C:44]([CH:48]=2)[C:45]([NH:7][C:6]2[CH:8]=[CH:9][C:3]([C:2]([F:10])([F:11])[F:1])=[CH:4][CH:5]=2)=[O:46])[C:34](=[O:38])[C:35]=1[O:36][CH3:37]. The catalyst class is: 2. (2) The catalyst class is: 19. Product: [CH3:1][O:2][C:3](=[O:25])[CH2:4][C@H:5]1[CH2:6][CH2:7][C@H:8]([C:11]2[CH:12]=[CH:13][CH:14]=[CH:15][CH:16]=2)[CH2:9][CH2:10]1. Reactant: [CH3:1][O:2][C:3](=[O:25])[CH2:4][C@H:5]1[CH2:10][CH2:9][C@H:8]([C:11]2[CH:16]=[CH:15][C:14](OS(C(F)(F)F)(=O)=O)=[CH:13][CH:12]=2)[CH2:7][CH2:6]1. (3) Reactant: [CH3:1][C:2]1[N:7]=[C:6]([O:8][C:9]2[CH:16]=[CH:15][C:12]([CH:13]=O)=[CH:11][CH:10]=2)[CH:5]=[CH:4][CH:3]=1.[H-].[Na+].[CH2:19]1COCC1. Product: [CH:13]([C:12]1[CH:15]=[CH:16][C:9]([O:8][C:6]2[CH:5]=[CH:4][CH:3]=[C:2]([CH3:1])[N:7]=2)=[CH:10][CH:11]=1)=[CH2:19]. The catalyst class is: 629. (4) Reactant: [Br:1][CH2:2][CH2:3][CH2:4][CH2:5][O:6][C:7]([O:9][CH2:10]/[C:11](/[C:22]1[CH:27]=[CH:26][C:25]([S:28]([CH3:31])(=[O:30])=[O:29])=[CH:24][CH:23]=1)=[C:12](/[C:16]1[CH:21]=[CH:20][CH:19]=[CH:18][CH:17]=1)\[C:13]([OH:15])=[O:14])=[O:8].[CH2:32](I)[CH3:33].C([O-])([O-])=O.[K+].[K+]. Product: [Br:1][CH2:2][CH2:3][CH2:4][CH2:5][O:6][C:7]([O:9][CH2:10]/[C:11](/[C:22]1[CH:27]=[CH:26][C:25]([S:28]([CH3:31])(=[O:29])=[O:30])=[CH:24][CH:23]=1)=[C:12](/[C:16]1[CH:21]=[CH:20][CH:19]=[CH:18][CH:17]=1)\[C:13]([O:15][CH2:32][CH3:33])=[O:14])=[O:8]. The catalyst class is: 3. (5) Reactant: C(N(CC)CC)C.[F:8][C:9]1[CH:14]=[CH:13][CH:12]=[CH:11][C:10]=1[N:15]1[C:23]2[C:18](=[C:19]([N:24]3[CH2:31][C@@H:30]4[C@@H:26]([CH2:27][NH:28][CH2:29]4)[C:25]3=[O:32])[CH:20]=[CH:21][CH:22]=2)[CH:17]=[N:16]1.[CH3:33][S:34](Cl)(=[O:36])=[O:35]. Product: [F:8][C:9]1[CH:14]=[CH:13][CH:12]=[CH:11][C:10]=1[N:15]1[C:23]2[C:18](=[C:19]([N:24]3[CH2:31][C@@H:30]4[C@@H:26]([CH2:27][N:28]([S:34]([CH3:33])(=[O:36])=[O:35])[CH2:29]4)[C:25]3=[O:32])[CH:20]=[CH:21][CH:22]=2)[CH:17]=[N:16]1. The catalyst class is: 2. (6) Reactant: [F:1][C:2]1[CH:7]=[C:6]([F:8])[CH:5]=[CH:4][C:3]=1[C:9]1[CH:14]=[C:13]([N+:15]([O-:17])=[O:16])[CH:12]=[C:11]([OH:18])[CH:10]=1.C([O-])([O-])=O.[K+].[K+].I[CH2:26][CH:27]([F:29])[F:28]. Product: [F:28][CH:27]([F:29])[CH2:26][O:18][C:11]1[CH:10]=[C:9]([C:3]2[CH:4]=[CH:5][C:6]([F:8])=[CH:7][C:2]=2[F:1])[CH:14]=[C:13]([N+:15]([O-:17])=[O:16])[CH:12]=1. The catalyst class is: 3. (7) Reactant: [OH:1][CH:2]1[C@@H:7]2[CH2:8][C@@H:4]([CH2:5][N:6]2[C:9]2[CH:16]=[CH:15][C:12]([C:13]#[N:14])=[CH:11][CH:10]=2)[CH2:3]1.CCN(CC)CC.S(=O)(=O)=O.N1C=CC=CC=1.CS(C)=O. Product: [O:1]=[C:2]1[C@H:7]2[CH2:8][C@H:4]([CH2:5][N:6]2[C:9]2[CH:16]=[CH:15][C:12]([C:13]#[N:14])=[CH:11][CH:10]=2)[CH2:3]1. The catalyst class is: 2.